Dataset: Catalyst prediction with 721,799 reactions and 888 catalyst types from USPTO. Task: Predict which catalyst facilitates the given reaction. (1) Reactant: C(OC([N:8]1[CH2:13][CH:12]2[CH2:14][CH:9]1[CH2:10][N:11]2[C:15]([C:17]1[CH:22]=[CH:21][C:20]([C:23]2[CH:28]=[C:27]([Cl:29])[C:26]([CH2:30][CH:31]3[CH2:35][CH2:34][N:33]([CH:36]4[CH2:41][CH2:40][CH2:39][CH2:38][CH2:37]4)[C:32]3=[O:42])=[C:25]([Cl:43])[CH:24]=2)=[CH:19][CH:18]=1)=[O:16])=O)(C)(C)C.FC(F)(F)C(O)=O. The catalyst class is: 4. Product: [CH:36]1([N:33]2[CH2:34][CH2:35][CH:31]([CH2:30][C:26]3[C:27]([Cl:29])=[CH:28][C:23]([C:20]4[CH:21]=[CH:22][C:17]([C:15]([N:11]5[CH2:10][CH:9]6[CH2:14][CH:12]5[CH2:13][NH:8]6)=[O:16])=[CH:18][CH:19]=4)=[CH:24][C:25]=3[Cl:43])[C:32]2=[O:42])[CH2:37][CH2:38][CH2:39][CH2:40][CH2:41]1. (2) The catalyst class is: 6. Reactant: C(O)C.[OH:4][CH2:5][CH2:6][O:7][C:8]1[CH:9]=[C:10]([CH:13]=[CH:14][CH:15]=1)[CH:11]=O.[C:16]([C:19]1[C:20](=[O:26])[NH:21][C:22]([CH3:25])=[CH:23][CH:24]=1)(=[O:18])[CH3:17].[OH-].[Na+]. Product: [OH:4][CH2:5][CH2:6][O:7][C:8]1[CH:9]=[C:10]([CH:11]=[CH:17][C:16]([C:19]2[C:20](=[O:26])[NH:21][C:22]([CH3:25])=[CH:23][CH:24]=2)=[O:18])[CH:13]=[CH:14][CH:15]=1. (3) Reactant: C([O:3][C:4](=[O:25])[C@H:5]([N:11]1[CH2:15][C:14]([O:16][C:17]2[CH:22]=[CH:21][CH:20]=[CH:19][C:18]=2[Cl:23])=[CH:13][C:12]1=[O:24])[CH2:6][CH:7]([CH3:10])[CH2:8][CH3:9])C.[OH-].[Li+]. Product: [Cl:23][C:18]1[CH:19]=[CH:20][CH:21]=[CH:22][C:17]=1[O:16][C:14]1[CH2:15][N:11]([C@H:5]([CH2:6][CH:7]([CH3:10])[CH2:8][CH3:9])[C:4]([OH:25])=[O:3])[C:12](=[O:24])[CH:13]=1. The catalyst class is: 7. (4) Reactant: [CH3:1][C@:2]1([CH2:10][N:11]2[C:15]3[CH:16]=[C:17]([C:20]#[N:21])[CH:18]=[CH:19][C:14]=3[N:13]=[CH:12]2)CCC[C@:4]2(OC2)[CH2:3]1.[CH3:22][C:23]([C:26]1[O:30][N:29]=[C:28]([NH:31][C:32](=[O:38])[O:33][C:34]([CH3:37])([CH3:36])[CH3:35])[CH:27]=1)([CH3:25])[CH3:24].CC(C)([O-])C.[K+]. Product: [CH3:25][C:23]([C:26]1[O:30][N:29]=[C:28]([N:31]2[CH2:35][C@@:34]3([CH2:37][CH2:4][CH2:3][C@@:2]([CH2:10][N:11]4[C:15]5[CH:16]=[C:17]([C:20]#[N:21])[CH:18]=[CH:19][C:14]=5[N:13]=[CH:12]4)([CH3:1])[CH2:36]3)[O:33][C:32]2=[O:38])[CH:27]=1)([CH3:22])[CH3:24]. The catalyst class is: 37.